This data is from Retrosynthesis with 50K atom-mapped reactions and 10 reaction types from USPTO. The task is: Predict the reactants needed to synthesize the given product. (1) Given the product COc1cccc(C(=O)Nc2cc(Cl)ccc2-c2nnn[nH]2)c1, predict the reactants needed to synthesize it. The reactants are: COc1cccc(C(=O)Cl)c1.Nc1cc(Cl)ccc1-c1nnn[nH]1. (2) Given the product COc1ncccc1Br, predict the reactants needed to synthesize it. The reactants are: CI.Oc1ncccc1Br. (3) Given the product O=c1[nH]c2ccc([C@H]3CC[C@H](NCCCc4ccc(Cl)cc4F)CC3)cc2o1, predict the reactants needed to synthesize it. The reactants are: NCCCc1ccc(Cl)cc1F.O=C1CCC(c2ccc3[nH]c(=O)oc3c2)CC1. (4) The reactants are: C[C@@H](N)c1cccc2ccccc12.O=C1CCCC(c2ccccn2)C1. Given the product C[C@@H](NC1CCCC(c2ccccn2)C1)c1cccc2ccccc12, predict the reactants needed to synthesize it. (5) Given the product CN(CCc1nc(-c2cc(C(C)(C)C)c(O)c(C(C)(C)C)c2)cs1)C(=O)OC(C)(C)C, predict the reactants needed to synthesize it. The reactants are: CC(C)(C)c1cc(C(=O)CBr)cc(C(C)(C)C)c1O.CN(CCC(N)=S)C(=O)OC(C)(C)C. (6) Given the product CN(c1cccc2cc(C3=NCC(CC(N)=O)S3)[nH]c12)S(=O)(=O)c1cccs1, predict the reactants needed to synthesize it. The reactants are: CN(c1cccc2cc(C3=NCC(CC(=O)O)S3)[nH]c12)S(=O)(=O)c1cccs1.On1nnc2ccccc21. (7) Given the product N#Cc1c(F)cccc1S(=O)(=O)N1CCC(=O)C1, predict the reactants needed to synthesize it. The reactants are: N#Cc1c(F)cccc1S(=O)(=O)Cl.O=C1CCNC1. (8) Given the product O=C(Cc1c(F)cc2ncccc2c1F)NNc1ccc(Cl)nn1, predict the reactants needed to synthesize it. The reactants are: NNc1ccc(Cl)nn1.O=C(Cl)Cc1c(F)cc2ncccc2c1F. (9) Given the product Cc1noc(-c2ccc(-n3cc4c(n3)CCN(C3CCCC3)CC4)cc2)n1, predict the reactants needed to synthesize it. The reactants are: Cc1noc(-c2ccc(-n3cc4c(n3)CCNCC4)cc2)n1.O=C1CCCC1. (10) Given the product COc1ccc(C2CC(OC(C)=O)CCC2NC(=O)c2ccc(OCC3CC3)c(OCC3CC3)c2)cc1OC, predict the reactants needed to synthesize it. The reactants are: COc1ccc(C2CC(OC(C)=O)CCC2N)cc1OC.O=C(Cl)c1ccc(OCC2CC2)c(OCC2CC2)c1.